Dataset: Full USPTO retrosynthesis dataset with 1.9M reactions from patents (1976-2016). Task: Predict the reactants needed to synthesize the given product. (1) The reactants are: [Si:1]([O:8][CH2:9][C:10]1[N:15]=[CH:14][C:13]2[N:16]=[CH:17][N:18]([C:19]3[S:23][C:22]([C:24]([O:26][CH3:27])=[O:25])=[C:21]([OH:28])[CH:20]=3)[C:12]=2[CH:11]=1)([C:4]([CH3:7])([CH3:6])[CH3:5])([CH3:3])[CH3:2].[CH3:29][C:30]1[CH:35]=[CH:34][CH:33]=[CH:32][C:31]=1[CH:36](O)[CH3:37].C1(P(C2C=CC=CC=2)C2C=CC=CC=2)C=CC=CC=1.N(C(OC(C)(C)C)=O)=NC(OC(C)(C)C)=O. Given the product [Si:1]([O:8][CH2:9][C:10]1[N:15]=[CH:14][C:13]2[N:16]=[CH:17][N:18]([C:19]3[S:23][C:22]([C:24]([O:26][CH3:27])=[O:25])=[C:21]([O:28][CH:36]([C:31]4[CH:32]=[CH:33][CH:34]=[CH:35][C:30]=4[CH3:29])[CH3:37])[CH:20]=3)[C:12]=2[CH:11]=1)([C:4]([CH3:5])([CH3:6])[CH3:7])([CH3:2])[CH3:3], predict the reactants needed to synthesize it. (2) Given the product [OH:10][CH:9]([C:8]1[CH:11]=[CH:12][CH:13]=[C:6]([O:5][CH2:4][CH2:3][CH2:2][OH:1])[CH:7]=1)[CH2:15][C:14]#[N:16], predict the reactants needed to synthesize it. The reactants are: [OH:1][CH2:2][CH2:3][CH2:4][O:5][C:6]1[CH:7]=[C:8]([CH:11]=[CH:12][CH:13]=1)[CH:9]=[O:10].[C:14](#[N:16])[CH3:15]. (3) Given the product [CH2:2]([C:7]1[C:8](=[O:12])[CH2:9][CH2:10][CH:11]=1)[CH2:3][CH2:4][CH2:5][CH3:6], predict the reactants needed to synthesize it. The reactants are: O[CH:2]([CH:7]1[CH2:11][CH2:10][CH2:9][C:8]1=[O:12])[CH2:3][CH2:4][CH2:5][CH3:6].Cl.[OH-].[Na+]. (4) Given the product [C:61]([NH:69][C:48]1[N:53]=[CH:52][C:51]([CH:54]([CH3:60])[C:55]([O:57][CH2:58][CH3:59])=[O:56])=[CH:50][CH:49]=1)(=[O:68])[C:62]1[CH:67]=[CH:66][CH:65]=[CH:64][CH:63]=1, predict the reactants needed to synthesize it. The reactants are: C1C=CC(P(C2C(C3C(P(C4C=CC=CC=4)C4C=CC=CC=4)=CC=C4C=3C=CC=C4)=C3C(C=CC=C3)=CC=2)C2C=CC=CC=2)=CC=1.Cl[C:48]1[N:53]=[CH:52][C:51]([CH:54]([CH3:60])[C:55]([O:57][CH2:58][CH3:59])=[O:56])=[CH:50][CH:49]=1.[C:61]([NH2:69])(=[O:68])[C:62]1[CH:67]=[CH:66][CH:65]=[CH:64][CH:63]=1.C(=O)([O-])[O-].[Cs+].[Cs+]. (5) Given the product [O:1]1[CH2:5][CH2:4][CH2:3][C@@H:2]1[CH2:6][O:7][S:9]([CH3:8])(=[O:11])=[O:10], predict the reactants needed to synthesize it. The reactants are: [O:1]1[CH2:5][CH2:4][CH2:3][C@H:2]1[CH2:6][OH:7].[CH3:8][S:9](Cl)(=[O:11])=[O:10].O. (6) The reactants are: [NH2:1][C:2]1[CH:6]=[C:5]([C:7]2[CH:12]=[CH:11][C:10]([Br:13])=[CH:9][CH:8]=2)[S:4][C:3]=1C(O)=O.CN1CCNCC1.CN1CCCC1=O.CCOC(C)=O. Given the product [Br:13][C:10]1[CH:9]=[CH:8][C:7]([C:5]2[S:4][CH:3]=[C:2]([NH2:1])[CH:6]=2)=[CH:12][CH:11]=1, predict the reactants needed to synthesize it. (7) Given the product [Br:10][C:7]1[CH:8]=[C:9]2[C:12]([F:19])([F:18])[C:13](=[O:14])[NH:3][C:4]2=[N:5][CH:6]=1, predict the reactants needed to synthesize it. The reactants are: OO.[NH2:3][C:4]1[CH:9]=[CH:8][C:7]([Br:10])=[CH:6][N:5]=1.Br[C:12]([F:19])([F:18])[C:13](OCC)=[O:14].S(=O)(=O)(O)O. (8) Given the product [NH2:1][C:2]1[C:7]2[C:8]([C:11]3[CH:16]=[CH:15][C:14]([NH:17][C:18]([C:20]4[N:21]([CH3:29])[C:22]5[C:27]([CH:28]=4)=[CH:26][CH:25]=[CH:24][CH:23]=5)=[O:19])=[C:13]([O:30][CH3:31])[CH:12]=3)=[CH:9][S:10][C:6]=2[C:5](/[CH:32]=[CH:33]/[CH2:34][N:39]2[CH2:40][C:41](=[O:43])[NH:42][C:37]([CH3:44])([CH3:36])[CH2:38]2)=[CH:4][N:3]=1, predict the reactants needed to synthesize it. The reactants are: [NH2:1][C:2]1[C:7]2[C:8]([C:11]3[CH:16]=[CH:15][C:14]([NH:17][C:18]([C:20]4[N:21]([CH3:29])[C:22]5[C:27]([CH:28]=4)=[CH:26][CH:25]=[CH:24][CH:23]=5)=[O:19])=[C:13]([O:30][CH3:31])[CH:12]=3)=[CH:9][S:10][C:6]=2[C:5](/[CH:32]=[CH:33]/[CH:34]=O)=[CH:4][N:3]=1.[CH3:36][C:37]1([CH3:44])[NH:42][C:41](=[O:43])[CH2:40][NH:39][CH2:38]1. (9) Given the product [NH2:16][C:13]1[CH:14]=[C:15]2[C:10](=[CH:11][CH:12]=1)[NH:9][N:8]=[C:7]2[Br:6], predict the reactants needed to synthesize it. The reactants are: C([O-])(=O)C.[NH4+].[Br:6][C:7]1[C:15]2[C:10](=[CH:11][CH:12]=[C:13]([N+:16]([O-])=O)[CH:14]=2)[NH:9][N:8]=1.[OH-].[Na+].